This data is from Full USPTO retrosynthesis dataset with 1.9M reactions from patents (1976-2016). The task is: Predict the reactants needed to synthesize the given product. Given the product [F:10][CH2:9][CH2:8][C:5]1[CH:6]=[CH:7][C:2]([B:24]([OH:25])[OH:23])=[CH:3][CH:4]=1, predict the reactants needed to synthesize it. The reactants are: Br[C:2]1[CH:7]=[CH:6][C:5]([CH2:8][CH2:9][F:10])=[CH:4][CH:3]=1.C([Li])CCC.CCCCCC.C[O:23][B:24](OC)[O:25]C.Cl.